The task is: Predict the reactants needed to synthesize the given product.. This data is from Full USPTO retrosynthesis dataset with 1.9M reactions from patents (1976-2016). (1) Given the product [F:36][C:26]1[CH:27]=[C:28]([C:32]([OH:35])([CH3:34])[CH3:33])[CH:29]=[C:30]([F:31])[C:25]=1[C:19]1[S:18][C:17]([NH:16][C:2]2[CH:3]=[CH:4][C:5]3[N:6]([CH:8]=[C:9]([C:11]4[O:12][CH:13]=[CH:14][CH:15]=4)[N:10]=3)[N:7]=2)=[C:21]([C:22]([NH2:24])=[O:23])[CH:20]=1, predict the reactants needed to synthesize it. The reactants are: Cl[C:2]1[CH:3]=[CH:4][C:5]2[N:6]([CH:8]=[C:9]([C:11]3[O:12][CH:13]=[CH:14][CH:15]=3)[N:10]=2)[N:7]=1.[NH2:16][C:17]1[S:18][C:19]([C:25]2[C:30]([F:31])=[CH:29][C:28]([C:32]([OH:35])([CH3:34])[CH3:33])=[CH:27][C:26]=2[F:36])=[CH:20][C:21]=1[C:22]([NH2:24])=[O:23]. (2) The reactants are: [F:1][C:2]1[CH:3]=[C:4]([CH2:9][C:10]([NH:12][C@H:13]([C:17]([O:19]C)=[O:18])[CH:14]([CH3:16])[CH3:15])=[O:11])[CH:5]=[C:6]([F:8])[CH:7]=1.[OH-].[Na+].Cl. Given the product [F:1][C:2]1[CH:3]=[C:4]([CH2:9][C:10]([NH:12][C@H:13]([C:17]([OH:19])=[O:18])[CH:14]([CH3:15])[CH3:16])=[O:11])[CH:5]=[C:6]([F:8])[CH:7]=1, predict the reactants needed to synthesize it. (3) Given the product [CH3:1][O:2][C:5]1[N:6]([CH:22]2[CH2:27][CH2:26][CH2:25][CH2:24][O:23]2)[C:7]2[C:12]([N:13]=1)=[C:11]([NH2:14])[N:10]=[C:9]([O:15][C@@H:16]([CH3:21])[CH2:17][CH2:18][CH2:19][CH3:20])[N:8]=2, predict the reactants needed to synthesize it. The reactants are: [CH3:1][O-:2].[Na+].Br[C:5]1[N:6]([CH:22]2[CH2:27][CH2:26][CH2:25][CH2:24][O:23]2)[C:7]2[C:12]([N:13]=1)=[C:11]([NH2:14])[N:10]=[C:9]([O:15][C@@H:16]([CH3:21])[CH2:17][CH2:18][CH2:19][CH3:20])[N:8]=2.